This data is from Reaction yield outcomes from USPTO patents with 853,638 reactions. The task is: Predict the reaction yield, written as a fraction of the theoretical maximum amount of product (1.0 means a 100% yield; for example, 0.34 means a 34% yield). (1) The reactants are [O:1]1[CH2:6][CH2:5][CH2:4][CH2:3][CH:2]1[N:7]1[C:15]2[C:10](=[CH:11][C:12]([C:16]3[N:20]=[CH:19][N:18]([C:21]([C:34]4[CH:39]=[CH:38][CH:37]=[CH:36][CH:35]=4)([C:28]4[CH:33]=[CH:32][CH:31]=[CH:30][CH:29]=4)[C:22]4[CH:27]=[CH:26][CH:25]=[CH:24][CH:23]=4)[N:17]=3)=[CH:13][CH:14]=2)[C:9]([C:40]2[CH:41]=[C:42]([CH:47]=[CH:48][CH:49]=2)[C:43]([O:45]C)=O)=[N:8]1.O.[OH-].[Li+].[CH3:53][C@@H:54]([NH2:61])[C:55]1[CH:60]=[CH:59][CH:58]=[CH:57][CH:56]=1.O.ON1C2C=CC=CC=2N=N1.Cl.CN(C)CCCN=C=NCC. The catalyst is O1CCCC1.O1CCCC1.O. The product is [C:55]1([C@H:54]([NH:61][C:43]([C:42]2[CH:47]=[CH:48][CH:49]=[C:40]([C:9]3[C:10]4[C:15](=[CH:14][CH:13]=[C:12]([C:16]5[N:20]=[CH:19][N:18]([C:21]([C:22]6[CH:23]=[CH:24][CH:25]=[CH:26][CH:27]=6)([C:28]6[CH:33]=[CH:32][CH:31]=[CH:30][CH:29]=6)[C:34]6[CH:39]=[CH:38][CH:37]=[CH:36][CH:35]=6)[N:17]=5)[CH:11]=4)[N:7]([CH:2]4[CH2:3][CH2:4][CH2:5][CH2:6][O:1]4)[N:8]=3)[CH:41]=2)=[O:45])[CH3:53])[CH:60]=[CH:59][CH:58]=[CH:57][CH:56]=1. The yield is 0.860. (2) The reactants are F[C:2]1[CH:9]=[CH:8][C:5]([CH:6]=[O:7])=[CH:4][CH:3]=1.C(=O)([O-])[O-].[K+].[K+].[F:16][C:17]1[CH:18]=[C:19]([OH:24])[CH:20]=[CH:21][C:22]=1[F:23].[BH4-].[Na+].Cl. The catalyst is CN(C)C=O.O.C(O)C. The product is [F:16][C:17]1[CH:18]=[C:19]([CH:20]=[CH:21][C:22]=1[F:23])[O:24][C:2]1[CH:9]=[CH:8][C:5]([CH2:6][OH:7])=[CH:4][CH:3]=1. The yield is 0.930. (3) The reactants are [CH2:1]([C:3]1[CH:4]=[C:5]([OH:9])[CH:6]=[CH:7][CH:8]=1)[CH3:2].[CH2:10]([N:17]1[CH2:22][CH2:21][C:20](=O)[CH2:19][CH2:18]1)[C:11]1[CH:16]=[CH:15][CH:14]=[CH:13][CH:12]=1.Cl. The catalyst is C(O)(=O)C. The product is [CH2:10]([N:17]1[CH2:18][CH:19]=[C:20]([C:6]2[CH:7]=[CH:8][C:3]([CH2:1][CH3:2])=[CH:4][C:5]=2[OH:9])[CH2:21][CH2:22]1)[C:11]1[CH:16]=[CH:15][CH:14]=[CH:13][CH:12]=1. The yield is 0.540. (4) The reactants are [Cl:1][C:2]1[CH:7]=[CH:6][C:5]([C@@H:8]2[CH2:12][NH:11][CH2:10][C@H:9]2[C:13]([O:15][CH3:16])=[O:14])=[CH:4][CH:3]=1.CCN(C(C)C)C(C)C.Br[C:27]1[S:28][CH:29]=[CH:30][N:31]=1. The catalyst is O1CCOCC1. The product is [Cl:1][C:2]1[CH:7]=[CH:6][C:5]([C@@H:8]2[CH2:12][N:11]([C:27]3[S:28][CH:29]=[CH:30][N:31]=3)[CH2:10][C@H:9]2[C:13]([O:15][CH3:16])=[O:14])=[CH:4][CH:3]=1. The yield is 0.250. (5) The catalyst is ClCCl. The product is [CH2:78]([O:77][CH:56]([CH2:57][O:58][CH2:59][CH2:60][CH2:61][CH2:62][CH2:63][CH2:64][CH2:65][CH2:66][CH2:67][CH2:68][CH2:69][CH2:70][CH2:71][CH2:72][CH2:73][CH2:74][CH2:75][CH3:76])[CH2:55][O:54][C:52](=[O:53])[NH:1][CH2:2][CH2:3][CH2:4][CH2:5][CH2:6][C:7]([N:9]1[CH2:13][CH:12]([OH:14])[CH2:11][CH:10]1[CH:15]([C:34]1[CH:39]=[CH:38][CH:37]=[CH:36][CH:35]=1)[O:16][CH:17]([C:26]1[CH:31]=[CH:30][C:29]([O:32][CH3:33])=[CH:28][CH:27]=1)[C:18]1[CH:23]=[CH:22][C:21]([O:24][CH3:25])=[CH:20][CH:19]=1)=[O:8])[CH2:79][CH2:80][CH2:81][CH2:82][CH2:83][CH2:84][CH2:85][CH2:86][CH2:87][CH2:88][CH2:89][CH2:90][CH2:91][CH2:92][CH2:93][CH2:94][CH3:95]. The reactants are [NH2:1][CH2:2][CH2:3][CH2:4][CH2:5][CH2:6][C:7]([N:9]1[CH2:13][CH:12]([OH:14])[CH2:11][CH:10]1[CH:15]([C:34]1[CH:39]=[CH:38][CH:37]=[CH:36][CH:35]=1)[O:16][CH:17]([C:26]1[CH:31]=[CH:30][C:29]([O:32][CH3:33])=[CH:28][CH:27]=1)[C:18]1[CH:23]=[CH:22][C:21]([O:24][CH3:25])=[CH:20][CH:19]=1)=[O:8].N1C=CC=CC=1.C1(=O)N(N[C:52]([O:54][CH2:55][CH:56]([O:77][CH2:78][CH2:79][CH2:80][CH2:81][CH2:82][CH2:83][CH2:84][CH2:85][CH2:86][CH2:87][CH2:88][CH2:89][CH2:90][CH2:91][CH2:92][CH2:93][CH2:94][CH3:95])[CH2:57][O:58][CH2:59][CH2:60][CH2:61][CH2:62][CH2:63][CH2:64][CH2:65][CH2:66][CH2:67][CH2:68][CH2:69][CH2:70][CH2:71][CH2:72][CH2:73][CH2:74][CH2:75][CH3:76])=[O:53])C(=O)CC1.CO.C(Cl)(Cl)Cl. The yield is 0.890. (6) The reactants are [Si]([O:8][C@H:9]1[C@H:14]([C:15]2[N:16]=[N:17][N:18]([CH2:20][CH2:21][C:22]3[CH:27]=[CH:26][CH:25]=[CH:24][CH:23]=3)[CH:19]=2)[CH2:13][CH2:12][N:11]([C:28]([O:30][C:31]([CH3:34])([CH3:33])[CH3:32])=[O:29])[CH2:10]1)(C(C)(C)C)(C)C.CCCC[N+](CCCC)(CCCC)CCCC.[F-]. The catalyst is CCOC(C)=O. The product is [OH:8][C@H:9]1[C@H:14]([C:15]2[N:16]=[N:17][N:18]([CH2:20][CH2:21][C:22]3[CH:27]=[CH:26][CH:25]=[CH:24][CH:23]=3)[CH:19]=2)[CH2:13][CH2:12][N:11]([C:28]([O:30][C:31]([CH3:34])([CH3:33])[CH3:32])=[O:29])[CH2:10]1. The yield is 0.960. (7) The reactants are [Br:1][C:2]1[CH:7]=[C:6]([C:8]([F:11])([F:10])[F:9])[C:5]([N:12]([CH2:18][C:19]2[CH:24]=[CH:23][C:22]([O:25][CH3:26])=[CH:21][C:20]=2[O:27][CH3:28])[C:13](=[O:17])[O:14][CH2:15][CH3:16])=[C:4]([N+:29]([O-])=O)[CH:3]=1.C(=O)(O)[O-].[Na+].O. The catalyst is CO.[Cl-].[Ti+3].[Cl-].[Cl-]. The product is [NH2:29][C:4]1[CH:3]=[C:2]([Br:1])[CH:7]=[C:6]([C:8]([F:11])([F:10])[F:9])[C:5]=1[N:12]([CH2:18][C:19]1[CH:24]=[CH:23][C:22]([O:25][CH3:26])=[CH:21][C:20]=1[O:27][CH3:28])[C:13](=[O:17])[O:14][CH2:15][CH3:16]. The yield is 1.00.